From a dataset of Reaction yield outcomes from USPTO patents with 853,638 reactions. Predict the reaction yield, written as a fraction of the theoretical maximum amount of product (1.0 means a 100% yield; for example, 0.34 means a 34% yield). The reactants are [C:1]([O:5][C:6]([N:8]1[CH2:13][CH2:12][CH:11]([O:14][C:15]2[CH:20]=[C:19]([O:21][CH2:22][CH2:23][O:24][CH3:25])[CH:18]=[CH:17][C:16]=2/[CH:26]=[CH:27]/[C:28]([OH:30])=O)[CH2:10][CH2:9]1)=[O:7])([CH3:4])([CH3:3])[CH3:2].Cl.C(N=C=NCCCN(C)C)C.[CH2:43]([S:48]([NH2:51])(=[O:50])=[O:49])[CH2:44][CH2:45][CH2:46][CH3:47].O. The catalyst is C(#N)C.CN(C)C=O.CN(C)C1C=CN=CC=1. The product is [CH3:25][O:24][CH2:23][CH2:22][O:21][C:19]1[CH:18]=[CH:17][C:16](/[CH:26]=[CH:27]/[C:28](=[O:30])[NH:51][S:48]([CH2:43][CH2:44][CH2:45][CH2:46][CH3:47])(=[O:50])=[O:49])=[C:15]([CH:20]=1)[O:14][CH:11]1[CH2:12][CH2:13][N:8]([C:6]([O:5][C:1]([CH3:2])([CH3:4])[CH3:3])=[O:7])[CH2:9][CH2:10]1. The yield is 0.240.